This data is from HIV replication inhibition screening data with 41,000+ compounds from the AIDS Antiviral Screen. The task is: Binary Classification. Given a drug SMILES string, predict its activity (active/inactive) in a high-throughput screening assay against a specified biological target. (1) The molecule is Clc1cnc(Oc2ccccc2)c2ccccc12. The result is 0 (inactive). (2) The drug is O=CC1=CCC2c3[nH]c4ccccc4c3CCN2C1. The result is 0 (inactive). (3) The drug is CC(=O)OCC1OC(OCCCOP(=O)(OCCC#N)OCC2OC(n3cnc4c(N)ncnc43)C(OC(=O)c3ccccc3)C2OC(=O)c2ccccc2)C(OC(C)=O)C(OC(C)=O)C1OC(C)=O. The result is 0 (inactive). (4) The compound is COc1ccc2c(c1)CCCN1CCc3cc(OC)c(OC)cc3C21. The result is 0 (inactive). (5) The compound is O=[N+]([O-])C(C(Cl)=C(Cl)Cl)=C(N1CCOCC1)N1CCOCC1. The result is 0 (inactive). (6) The drug is O=[N+]([O-])C=C(CS(=O)(=O)c1ccccc1)c1ccc2c(c1)OCO2. The result is 1 (active). (7) The drug is O=C(Cc1csc2[n+]1C(=O)C(=Cc1ccc(Cl)cc1)S2)Nc1ccccc1.[Br-]. The result is 0 (inactive).